Dataset: Full USPTO retrosynthesis dataset with 1.9M reactions from patents (1976-2016). Task: Predict the reactants needed to synthesize the given product. Given the product [Br:1][C:2]1[S:6][C:5]([CH:7]2[N:11]([C:12]3[CH:17]=[CH:16][CH:15]=[CH:14][C:13]=3[Cl:18])[N:10]=[C:9]([C:19]([Cl:24])=[O:21])[CH2:8]2)=[CH:4][CH:3]=1, predict the reactants needed to synthesize it. The reactants are: [Br:1][C:2]1[S:6][C:5]([CH:7]2[N:11]([C:12]3[CH:17]=[CH:16][CH:15]=[CH:14][C:13]=3[Cl:18])[N:10]=[C:9]([C:19]([OH:21])=O)[CH2:8]2)=[CH:4][CH:3]=1.S(Cl)([Cl:24])=O.